From a dataset of Catalyst prediction with 721,799 reactions and 888 catalyst types from USPTO. Predict which catalyst facilitates the given reaction. Reactant: [NH2:1][C:2]1[C:11]2[N:12]=[C:13]([CH3:21])[N:14]([CH2:15][CH2:16][CH2:17][C:18](=O)[CH3:19])[C:10]=2[C:9]2[CH:8]=[CH:7][CH:6]=[CH:5][C:4]=2[N:3]=1.Cl.[NH2:23][OH:24].[OH-].[Na+]. The catalyst class is: 40. Product: [NH2:1][C:2]1[C:11]2[N:12]=[C:13]([CH3:21])[N:14]([CH2:15][CH2:16][CH2:17][C:18](=[N:23][OH:24])[CH3:19])[C:10]=2[C:9]2[CH:8]=[CH:7][CH:6]=[CH:5][C:4]=2[N:3]=1.